This data is from Forward reaction prediction with 1.9M reactions from USPTO patents (1976-2016). The task is: Predict the product of the given reaction. Given the reactants [CH2:1]([N:8]1[CH2:13][CH2:12][N:11]([C:14]2[CH:19]=[C:18](Cl)[N:17]=[CH:16][N:15]=2)[CH2:10][CH2:9]1)[C:2]1[CH:7]=[CH:6][CH:5]=[CH:4][CH:3]=1.[C:21]1([CH:27]([NH2:34])[C:28]2[CH:33]=[CH:32][CH:31]=[CH:30][CH:29]=2)[CH:26]=[CH:25][CH:24]=[CH:23][CH:22]=1.C(=O)([O-])[O-].[K+].[K+], predict the reaction product. The product is: [CH:27]([NH:34][C:18]1[CH:19]=[C:14]([N:11]2[CH2:12][CH2:13][N:8]([CH2:1][C:2]3[CH:7]=[CH:6][CH:5]=[CH:4][CH:3]=3)[CH2:9][CH2:10]2)[N:15]=[CH:16][N:17]=1)([C:28]1[CH:29]=[CH:30][CH:31]=[CH:32][CH:33]=1)[C:21]1[CH:26]=[CH:25][CH:24]=[CH:23][CH:22]=1.